This data is from Forward reaction prediction with 1.9M reactions from USPTO patents (1976-2016). The task is: Predict the product of the given reaction. (1) Given the reactants FC(F)(F)C1C(O[C@H]2CC[C@@H](C(F)(F)F)CC2)=CC=C2C=1C=CC(CN)=C2.COC(C1C2(CCCCC2)C(=O)C1)=O.C(O)(=O)C.C(O[BH-](OC(=O)C)OC(=O)C)(=O)C.[Na+].[F:60][C:61]([F:99])([F:98])[C:62]1[C:71]([O:72][C@H:73]2[CH2:78][CH2:77][C@@H:76]([C:79]([F:82])([F:81])[F:80])[CH2:75][CH2:74]2)=[CH:70][CH:69]=[C:68]2[C:63]=1[CH:64]=[CH:65][C:66]([CH2:83][NH:84][CH:85]1[C:88]3([CH2:93][CH2:92][CH2:91][CH2:90][CH2:89]3)[CH:87]([C:94]([O:96]C)=[O:95])[CH2:86]1)=[CH:67]2.[OH-].[Na+].O.Cl, predict the reaction product. The product is: [F:60][C:61]([F:98])([F:99])[C:62]1[C:71]([O:72][C@H:73]2[CH2:74][CH2:75][C@@H:76]([C:79]([F:81])([F:82])[F:80])[CH2:77][CH2:78]2)=[CH:70][CH:69]=[C:68]2[C:63]=1[CH:64]=[CH:65][C:66]([CH2:83][NH:84][CH:85]1[C:88]3([CH2:89][CH2:90][CH2:91][CH2:92][CH2:93]3)[CH:87]([C:94]([OH:96])=[O:95])[CH2:86]1)=[CH:67]2. (2) Given the reactants [Br:1]Br.[CH3:3][O:4][C:5]1[C:18]([O:19][CH3:20])=[C:17]([O:21][CH3:22])[CH:16]=[CH:15][C:6]=1[C:7]([C:9]1C=CC=CC=1)=[O:8], predict the reaction product. The product is: [Br:1][CH2:9][C:7]([C:6]1[CH:15]=[CH:16][C:17]([O:21][CH3:22])=[C:18]([O:19][CH3:20])[C:5]=1[O:4][CH3:3])=[O:8]. (3) Given the reactants [C:1]([C:4]1[CH:5]=[CH:6][C:7]([C:20]2[CH:25]=[CH:24][CH:23]=[CH:22][C:21]=2[F:26])=[C:8]2[C:16]=1[NH:15][C:14]1[CH:13]=[C:12]([C:17](O)=[O:18])[CH:11]=[CH:10][C:9]2=1)(=[O:3])[NH2:2].C(Cl)CCl.C1C=CC2N(O)N=NC=2C=1.CCN(C(C)C)C(C)C.[CH3:50][N:51]1[CH2:56][CH2:55][CH:54]([NH2:57])[CH2:53][CH2:52]1, predict the reaction product. The product is: [F:26][C:21]1[CH:22]=[CH:23][CH:24]=[CH:25][C:20]=1[C:7]1[C:8]2[C:9]3[C:14](=[CH:13][C:12]([C:17]([NH:57][CH:54]4[CH2:55][CH2:56][N:51]([CH3:50])[CH2:52][CH2:53]4)=[O:18])=[CH:11][CH:10]=3)[NH:15][C:16]=2[C:4]([C:1]([NH2:2])=[O:3])=[CH:5][CH:6]=1. (4) Given the reactants [Br:1][C:2]1[N:7]=[C:6]([C@@H:8]([NH:17][C:18](=[O:24])[O:19]C(C)(C)C)[C@H:9](O)[C:10]2[CH:15]=[CH:14][CH:13]=[CH:12][CH:11]=2)[CH:5]=[CH:4][CH:3]=1.C(N1C=CN=C1)(N1C=CN=C1)=O, predict the reaction product. The product is: [Br:1][C:2]1[N:7]=[C:6]([C@@H:8]2[C@@H:9]([C:10]3[CH:11]=[CH:12][CH:13]=[CH:14][CH:15]=3)[O:24][C:18](=[O:19])[NH:17]2)[CH:5]=[CH:4][CH:3]=1. (5) Given the reactants [C:1]([O:5][C:6](=[O:43])[NH:7][C:8]([C:10]1[S:11][C:12]([S:41][CH3:42])=[C:13]([S:15]([C:18]2[CH:19]=[C:20]([C:24]3[CH:29]=[CH:28][C:27]([NH:30][C:31]([NH:33][CH2:34][CH2:35][CH2:36][CH2:37][CH2:38][CH3:39])=S)=[CH:26][C:25]=3[CH3:40])[CH:21]=[CH:22][CH:23]=2)(=[O:17])=[O:16])[CH:14]=1)=[NH:9])([CH3:4])([CH3:3])[CH3:2].[NH3:44], predict the reaction product. The product is: [C:1]([O:5][C:6](=[O:43])[NH:7][C:8]([C:10]1[S:11][C:12]([S:41][CH3:42])=[C:13]([S:15]([C:18]2[CH:19]=[C:20]([C:24]3[CH:29]=[CH:28][C:27]([NH:30][C:31]([NH2:44])=[N:33][CH2:34][CH2:35][CH2:36][CH2:37][CH2:38][CH3:39])=[CH:26][C:25]=3[CH3:40])[CH:21]=[CH:22][CH:23]=2)(=[O:16])=[O:17])[CH:14]=1)=[NH:9])([CH3:3])([CH3:4])[CH3:2]. (6) Given the reactants C([OH:5])(C)(C)C.[Br:6][C:7]1[CH:8]=[C:9]([C:14]2([CH:20]([C:22]3[CH:27]=[CH:26][C:25]([CH2:28][CH3:29])=[C:24]([O:30][Si:31]([C:44]([CH3:47])([CH3:46])[CH3:45])([C:38]4[CH:43]=[CH:42][CH:41]=[CH:40][CH:39]=4)[C:32]4[CH:37]=[CH:36][CH:35]=[CH:34][CH:33]=4)[CH:23]=3)[OH:21])SCCCS2)[CH:10]=[CH:11][C:12]=1[F:13].C(OI1(OC(=O)C)(OC(=O)C)C2C=CC=CC=2C(=O)O1)(=O)C.S([O-])([O-])(=O)=S.[Na+].[Na+], predict the reaction product. The product is: [Br:6][C:7]1[CH:8]=[C:9]([C:14](=[O:5])[C:20]([C:22]2[CH:27]=[CH:26][C:25]([CH2:28][CH3:29])=[C:24]([O:30][Si:31]([C:44]([CH3:47])([CH3:46])[CH3:45])([C:38]3[CH:43]=[CH:42][CH:41]=[CH:40][CH:39]=3)[C:32]3[CH:33]=[CH:34][CH:35]=[CH:36][CH:37]=3)[CH:23]=2)=[O:21])[CH:10]=[CH:11][C:12]=1[F:13]. (7) Given the reactants [CH2:1]([S:5][C:6]1[CH:14]=[CH:13][C:12]([S:15]([CH3:18])(=[O:17])=[O:16])=[CH:11][C:7]=1[C:8]([OH:10])=O)[CH:2]([CH3:4])[CH3:3].[F:19][C:20]1[CH:25]=[C:24]([S:26]([CH3:29])(=[O:28])=[O:27])[CH:23]=[CH:22][C:21]=1[N:30]1[CH2:35][CH2:34][NH:33][CH2:32][CH2:31]1, predict the reaction product. The product is: [F:19][C:20]1[CH:25]=[C:24]([S:26]([CH3:29])(=[O:28])=[O:27])[CH:23]=[CH:22][C:21]=1[N:30]1[CH2:35][CH2:34][N:33]([C:8]([C:7]2[CH:11]=[C:12]([S:15]([CH3:18])(=[O:17])=[O:16])[CH:13]=[CH:14][C:6]=2[S:5][CH2:1][CH:2]([CH3:3])[CH3:4])=[O:10])[CH2:32][CH2:31]1. (8) Given the reactants CS(O)(=O)=O.[CH3:6][O:7][C:8]1[CH:14]=[C:13]([N:15]2[CH2:20][CH2:19][N:18]([CH3:21])[CH2:17][CH2:16]2)[C:12]([N+:22]([O-:24])=[O:23])=[CH:11][C:9]=1[NH2:10].[N:25]#[C:26][NH2:27].[OH-].[Na+], predict the reaction product. The product is: [CH3:6][O:7][C:8]1[CH:14]=[C:13]([N:15]2[CH2:20][CH2:19][N:18]([CH3:21])[CH2:17][CH2:16]2)[C:12]([N+:22]([O-:24])=[O:23])=[CH:11][C:9]=1[NH:10][C:26]([NH2:27])=[NH:25]. (9) Given the reactants [NH2:1][C:2]1[C:7]([C:8]2[CH:13]=[C:12]([F:14])[CH:11]=[C:10]([F:15])[CH:9]=2)=[C:6]([C:16](=[O:18])[CH3:17])[CH:5]=[C:4]([Cl:19])[C:3]=1[CH3:20].N1C=CC=CC=1.Cl[CH2:28][CH2:29][CH2:30][C:31](Cl)=[O:32].CC(C)([O-])C.[K+], predict the reaction product. The product is: [C:16]([C:6]1[C:7]([C:8]2[CH:9]=[C:10]([F:15])[CH:11]=[C:12]([F:14])[CH:13]=2)=[C:2]([N:1]2[CH2:28][CH2:29][CH2:30][C:31]2=[O:32])[C:3]([CH3:20])=[C:4]([Cl:19])[CH:5]=1)(=[O:18])[CH3:17].